This data is from Reaction yield outcomes from USPTO patents with 853,638 reactions. The task is: Predict the reaction yield, written as a fraction of the theoretical maximum amount of product (1.0 means a 100% yield; for example, 0.34 means a 34% yield). The reactants are [NH2:1][C:2]1[CH:7]=[N:6][CH:5]=[CH:4][N:3]=1.[C:8]([N+:12]#[C-:13])([CH3:11])([CH3:10])[CH3:9].[Br:14][C:15]1[S:19][C:18]([CH:20]=O)=[CH:17][CH:16]=1.Cl(O)(=O)(=O)=O. The catalyst is C(Cl)Cl. The product is [Br:14][C:15]1[S:19][C:18]([C:20]2[N:1]=[C:2]3[CH:7]=[N:6][CH:5]=[CH:4][N:3]3[C:13]=2[NH:12][C:8]([CH3:11])([CH3:10])[CH3:9])=[CH:17][CH:16]=1. The yield is 0.540.